This data is from Reaction yield outcomes from USPTO patents with 853,638 reactions. The task is: Predict the reaction yield, written as a fraction of the theoretical maximum amount of product (1.0 means a 100% yield; for example, 0.34 means a 34% yield). (1) The reactants are [NH2:1][C:2]1[N:7]=[CH:6][N:5]=[C:4]([NH:8][C@H:9]([C:11]2[N:16]([C:17]3[CH:22]=[CH:21][CH:20]=[CH:19][CH:18]=3)[C:15](=[O:23])[C:14]3=[C:24]([CH3:27])[CH:25]=[CH:26][N:13]3[N:12]=2)[CH3:10])[C:3]=1I.[SH:29][C:30]1[CH:31]=[C:32]([OH:36])[CH:33]=[CH:34][CH:35]=1.C(=O)([O-])[O-].[K+].[K+]. The catalyst is ClCCl.[Cu]I. The product is [NH2:1][C:2]1[N:7]=[CH:6][N:5]=[C:4]([NH:8][C@H:9]([C:11]2[N:16]([C:17]3[CH:22]=[CH:21][CH:20]=[CH:19][CH:18]=3)[C:15](=[O:23])[C:14]3=[C:24]([CH3:27])[CH:25]=[CH:26][N:13]3[N:12]=2)[CH3:10])[C:3]=1[S:29][C:30]1[CH:35]=[CH:34][CH:33]=[C:32]([OH:36])[CH:31]=1. The yield is 0.300. (2) The reactants are P(Br)(Br)([Br:3])=O.C[N:7]([CH:9]=O)[CH3:8].[CH3:11][O:12][C:13]1[CH:14]=[C:15]2C(=[CH:20][CH:21]=1)N[C:17](=[O:22])[CH2:16]2.C([O-])(O)=O.[Na+]. The catalyst is C(Cl)Cl. The product is [Br:3][C:9]1[NH:7][C:8]2[C:15]([C:16]=1[CH:17]=[O:22])=[CH:14][C:13]([O:12][CH3:11])=[CH:21][CH:20]=2. The yield is 0.450. (3) The reactants are IC.[CH2:3](N(CC)CC)C.C(=O)([O-])[O-].[Na+].[Na+].[CH3:16][C:17]1[O:21][N:20]=[C:19]([C:22]2[CH:27]=[CH:26][CH:25]=[CH:24][CH:23]=2)[C:18]=1[CH2:28][O:29][C:30]1[N:35]=[CH:34][C:33]([C:36]([NH:38][S:39]([CH:42]2[CH2:44][CH2:43]2)(=[O:41])=[O:40])=[O:37])=[CH:32][CH:31]=1. The catalyst is CN(C=O)C. The product is [CH3:3][N:38]([C:36]([C:33]1[CH:34]=[N:35][C:30]([O:29][CH2:28][C:18]2[C:19]([C:22]3[CH:23]=[CH:24][CH:25]=[CH:26][CH:27]=3)=[N:20][O:21][C:17]=2[CH3:16])=[CH:31][CH:32]=1)=[O:37])[S:39]([CH:42]1[CH2:44][CH2:43]1)(=[O:40])=[O:41]. The yield is 0.0900.